From a dataset of Full USPTO retrosynthesis dataset with 1.9M reactions from patents (1976-2016). Predict the reactants needed to synthesize the given product. Given the product [Br:7][CH2:8][CH2:9][CH2:10][CH2:11][O:13][C:14]1[CH:23]=[CH:22][C:17]([C:18]([O:20][CH3:21])=[O:19])=[CH:16][C:15]=1[O:24][CH3:25], predict the reactants needed to synthesize it. The reactants are: C(=O)([O-])[O-].[K+].[K+].[Br:7][CH2:8][CH2:9][CH2:10][CH2:11]Br.[OH:13][C:14]1[CH:23]=[CH:22][C:17]([C:18]([O:20][CH3:21])=[O:19])=[CH:16][C:15]=1[O:24][CH3:25].